The task is: Predict the product of the given reaction.. This data is from Forward reaction prediction with 1.9M reactions from USPTO patents (1976-2016). (1) Given the reactants FC(F)(F)C(=N[Si](C)(C)C)O[Si](C)(C)C.[NH:16]1[CH:23]=[N:22][C:20]([NH2:21])=[N:19][C:17]1=[O:18].C(O[CH:28]1[O:40][C@H:39]([CH2:41][O:42]C(=O)C)[C@@H:34]([O:35]C(=O)C)[C@H:29]1[O:30]C(=O)C)(=O)C.C(=O)(O)[O-].[Na+].[OH-].[Na+].C[O-].[Na+], predict the reaction product. The product is: [CH:23]1[N:16]([C@@H:28]2[O:40][C@H:39]([CH2:41][OH:42])[C@@H:34]([OH:35])[C@H:29]2[OH:30])[C:17](=[O:18])[N:19]=[C:20]([NH2:21])[N:22]=1. (2) The product is: [N+:10]([C:9]1[C:5]([C:3]([NH:20][NH2:21])=[O:2])=[N:6][N:7]([CH:13]2[CH2:18][CH2:17][CH2:16][CH2:15][O:14]2)[CH:8]=1)([O-:12])=[O:11]. Given the reactants C[O:2][C:3]([C:5]1[C:9]([N+:10]([O-:12])=[O:11])=[CH:8][N:7]([CH:13]2[CH2:18][CH2:17][CH2:16][CH2:15][O:14]2)[N:6]=1)=O.O.[NH2:20][NH2:21], predict the reaction product. (3) Given the reactants Br[C:2]1[CH:10]=[C:6]([C:7]([OH:9])=[O:8])[C:5]([OH:11])=[CH:4][CH:3]=1.[N+:12]([C:15]1[CH:20]=[CH:19][C:18](B(O)O)=[CH:17][CH:16]=1)([O-:14])=[O:13], predict the reaction product. The product is: [OH:11][C:5]1[CH:4]=[CH:3][C:2]([C:18]2[CH:19]=[CH:20][C:15]([N+:12]([O-:14])=[O:13])=[CH:16][CH:17]=2)=[CH:10][C:6]=1[C:7]([OH:9])=[O:8]. (4) Given the reactants O.[OH-].[Li+].C([O:6][C:7]([C@H:9]([O:28][C:29]([N:31]1[CH2:36][CH2:35][CH:34]([N:37]2[CH2:43][CH2:42][C:41]3[CH:44]=[CH:45][CH:46]=[CH:47][C:40]=3[NH:39][C:38]2=[O:48])[CH2:33][CH2:32]1)=[O:30])[CH2:10][C:11]1[CH:12]=[C:13]2[C:17](=[C:18]([CH3:20])[CH:19]=1)[N:16]([C:21]([O:23][C:24]([CH3:27])([CH3:26])[CH3:25])=[O:22])[N:15]=[CH:14]2)=[O:8])C, predict the reaction product. The product is: [C:7]([C@H:9]([O:28][C:29]([N:31]1[CH2:32][CH2:33][CH:34]([N:37]2[CH2:43][CH2:42][C:41]3[CH:44]=[CH:45][CH:46]=[CH:47][C:40]=3[NH:39][C:38]2=[O:48])[CH2:35][CH2:36]1)=[O:30])[CH2:10][C:11]1[CH:12]=[C:13]2[C:17](=[C:18]([CH3:20])[CH:19]=1)[N:16]([C:21]([O:23][C:24]([CH3:27])([CH3:26])[CH3:25])=[O:22])[N:15]=[CH:14]2)([OH:8])=[O:6]. (5) The product is: [NH2:34][C:35]1[C:36]([C:45]([NH:48][C:49]2([C:52]([O:54][CH3:55])=[O:53])[CH2:51][CH2:50]2)=[O:47])=[CH:37][C:38]2[C:43]([CH:44]=1)=[CH:42][CH:41]=[CH:40][CH:39]=2. Given the reactants CN(C(ON1N=NC2C=CC=NC1=2)=[N+](C)C)C.F[P-](F)(F)(F)(F)F.C(N(CC)C(C)C)(C)C.[NH2:34][C:35]1[C:36]([C:45]([OH:47])=O)=[CH:37][C:38]2[C:43]([CH:44]=1)=[CH:42][CH:41]=[CH:40][CH:39]=2.[NH2:48][C:49]1([C:52]([O:54][CH3:55])=[O:53])[CH2:51][CH2:50]1.C([O-])(O)=O.[Na+], predict the reaction product.